From a dataset of Reaction yield outcomes from USPTO patents with 853,638 reactions. Predict the reaction yield, written as a fraction of the theoretical maximum amount of product (1.0 means a 100% yield; for example, 0.34 means a 34% yield). (1) The reactants are C([N-]C(C)C)(C)C.[Li+].[CH3:9][O:10][C:11](=[O:22])[CH2:12][C:13]1[CH:18]=[CH:17][C:16]([O:19][CH3:20])=[C:15]([F:21])[CH:14]=1.I[CH2:24][CH:25]1[CH2:29][CH2:28][CH2:27][CH2:26]1. The catalyst is O1CCCC1.CN1CCCN(C)C1=O.CN1CCCN(C)C1=O. The product is [CH3:9][O:10][C:11](=[O:22])[CH:12]([C:13]1[CH:18]=[CH:17][C:16]([O:19][CH3:20])=[C:15]([F:21])[CH:14]=1)[CH2:24][CH:25]1[CH2:29][CH2:28][CH2:27][CH2:26]1. The yield is 0.838. (2) The reactants are [C:1]([O:5][C:6]([N:8]1[CH2:13][CH2:12][O:11][CH:10]([C:14]2[CH:19]=[CH:18][C:17]([NH2:20])=[CH:16][CH:15]=2)[CH2:9]1)=[O:7])([CH3:4])([CH3:3])[CH3:2].Cl[C:22]1[CH:27]=[CH:26][C:25]([Cl:28])=[CH:24][N:23]=1.C(=O)([O-])[O-].[Cs+].[Cs+]. The catalyst is O1CCOCC1. The product is [C:1]([O:5][C:6]([N:8]1[CH2:13][CH2:12][O:11][CH:10]([C:14]2[CH:15]=[CH:16][C:17]([NH:20][C:22]3[CH:27]=[CH:26][C:25]([Cl:28])=[CH:24][N:23]=3)=[CH:18][CH:19]=2)[CH2:9]1)=[O:7])([CH3:4])([CH3:2])[CH3:3]. The yield is 0.620. (3) The reactants are [Cl:1][C:2]1[CH:3]=[CH:4][C:5]([O:9][CH3:10])=[C:6]([CH:8]=1)[NH2:7].C(O)(=O)C.[N-:15]=[C:16]=[O:17].[K+]. The catalyst is CN(C=O)C.O. The product is [Cl:1][C:2]1[CH:3]=[CH:4][C:5]([O:9][CH3:10])=[C:6]([NH:7][C:16]([NH2:15])=[O:17])[CH:8]=1. The yield is 0.320. (4) The reactants are C[Si]([N-][Si](C)(C)C)(C)C.[Na+].[CH3:11][C:12]1[N:17]=[C:16]([Cl:18])[N:15]=[C:14](Cl)[CH:13]=1.[NH2:20][C:21]1[CH:26]=[CH:25][CH:24]=[CH:23][N:22]=1. The catalyst is C1COCC1. The product is [Cl:18][C:16]1[N:15]=[C:14]([NH:20][C:21]2[CH:26]=[CH:25][CH:24]=[CH:23][N:22]=2)[CH:13]=[C:12]([CH3:11])[N:17]=1. The yield is 0.510. (5) The reactants are [Cl:1][C:2]1[CH:3]=[C:4]([CH:9](O)[C@H:10]2[CH2:14][CH2:13][N:12]([C:15]([O:17][C:18]([CH3:21])([CH3:20])[CH3:19])=[O:16])[CH2:11]2)[CH:5]=[CH:6][C:7]=1[F:8].[C:23]1(=[O:33])[NH:27][C:26](=[O:28])[C:25]2=[CH:29][CH:30]=[CH:31][CH:32]=[C:24]12.C1C=CC(P(C2C=CC=CC=2)C2C=CC=CC=2)=CC=1.N(C(OCC)=O)=NC(OCC)=O. The catalyst is C1COCC1. The product is [Cl:1][C:2]1[CH:3]=[C:4]([CH:9]([N:27]2[C:23](=[O:33])[C:24]3[C:25](=[CH:29][CH:30]=[CH:31][CH:32]=3)[C:26]2=[O:28])[C@H:10]2[CH2:14][CH2:13][N:12]([C:15]([O:17][C:18]([CH3:21])([CH3:20])[CH3:19])=[O:16])[CH2:11]2)[CH:5]=[CH:6][C:7]=1[F:8]. The yield is 0.420. (6) The reactants are [O:1]1[C:5]2[C:6]([C:10](O)=[O:11])=[CH:7][CH:8]=[CH:9][C:4]=2[CH2:3][CH2:2]1. The catalyst is C1COCC1. The product is [O:1]1[C:5]2[C:6]([CH2:10][OH:11])=[CH:7][CH:8]=[CH:9][C:4]=2[CH2:3][CH2:2]1. The yield is 0.770. (7) The yield is 0.520. The reactants are Cl.[C:2]1([CH3:10])[CH:7]=[CH:6][C:5]([NH:8][NH2:9])=[CH:4][CH:3]=1.[CH3:11][C:12]([CH3:19])([CH3:18])[C:13](=O)[CH2:14][C:15]#[N:16].Cl. The catalyst is CCO.CCCC(C)C. The product is [C:12]([C:13]1[CH:14]=[C:15]([NH2:16])[N:8]([C:5]2[CH:6]=[CH:7][C:2]([CH3:10])=[CH:3][CH:4]=2)[N:9]=1)([CH3:19])([CH3:18])[CH3:11]. (8) The reactants are [Br:1][C:2]1[N:7]=[N:6][C:5]([NH2:8])=[CH:4][CH:3]=1.Br[CH2:10][CH:11](OCC)OCC. The catalyst is CCO.O.C1(C)C=CC(S(O)(=O)=O)=CC=1. The product is [Br:1][C:2]1[CH:3]=[CH:4][C:5]2[N:6]([CH:10]=[CH:11][N:8]=2)[N:7]=1. The yield is 1.00. (9) The product is [CH3:1][C:2]1[C:10]([O:11][C@H:12]2[CH2:17][CH2:16][C@H:15]([NH:18][CH2:21][CH2:20][C:19]([O:24][CH3:25])=[O:23])[CH2:14][CH2:13]2)=[CH:9][CH:8]=[C:7]2[C:3]=1[CH:4]=[N:5][NH:6]2. The reactants are [CH3:1][C:2]1[C:10]([O:11][C@H:12]2[CH2:17][CH2:16][C@H:15]([NH2:18])[CH2:14][CH2:13]2)=[CH:9][CH:8]=[C:7]2[C:3]=1[CH:4]=[N:5][NH:6]2.[C:19]([O:24][CH3:25])(=[O:23])[C:20](C)=[CH2:21]. The yield is 0.910. The catalyst is CO. (10) The reactants are [Cl-].O[NH3+:3].[C:4](=[O:7])([O-])[OH:5].[Na+].CS(C)=O.[CH2:13]([C:17]1[N:18]([CH2:33][C:34]2[CH:39]=[CH:38][C:37]([C:40]3[C:41]([C:46]#[N:47])=[CH:42][CH:43]=[CH:44][CH:45]=3)=[CH:36][CH:35]=2)[C:19](=[O:32])[C:20]([CH:24]([OH:31])[C:25]2[CH:30]=[CH:29][CH:28]=[CH:27][CH:26]=2)=[C:21]([CH3:23])[N:22]=1)[CH2:14][CH2:15][CH3:16]. The catalyst is O. The product is [CH2:13]([C:17]1[N:18]([CH2:33][C:34]2[CH:35]=[CH:36][C:37]([C:40]3[CH:45]=[CH:44][CH:43]=[CH:42][C:41]=3[C:46]3[NH:3][C:4](=[O:7])[O:5][N:47]=3)=[CH:38][CH:39]=2)[C:19](=[O:32])[C:20]([CH:24]([OH:31])[C:25]2[CH:30]=[CH:29][CH:28]=[CH:27][CH:26]=2)=[C:21]([CH3:23])[N:22]=1)[CH2:14][CH2:15][CH3:16]. The yield is 0.460.